Dataset: Full USPTO retrosynthesis dataset with 1.9M reactions from patents (1976-2016). Task: Predict the reactants needed to synthesize the given product. The reactants are: Cl[C:2]1[N:7]=[CH:6][N:5]=[C:4]([NH:8][C:9]2[CH:14]=[CH:13][C:12]([N:15]3[CH2:20][CH2:19][N:18]([CH:21]4[CH2:24][O:23][CH2:22]4)[CH2:17][CH2:16]3)=[CH:11][CH:10]=2)[N:3]=1.[O:25]=[S:26]1(=[O:50])[CH2:31][CH2:30][CH:29]([O:32][C:33]2[CH:40]=[CH:39][C:38](B3OC(C)(C)C(C)(C)O3)=[CH:37][C:34]=2[C:35]#[N:36])[CH2:28][CH2:27]1.C(=O)([O-])[O-].[Na+].[Na+]. Given the product [O:25]=[S:26]1(=[O:50])[CH2:27][CH2:28][CH:29]([O:32][C:33]2[CH:40]=[CH:39][C:38]([C:2]3[N:3]=[C:4]([NH:8][C:9]4[CH:14]=[CH:13][C:12]([N:15]5[CH2:20][CH2:19][N:18]([CH:21]6[CH2:24][O:23][CH2:22]6)[CH2:17][CH2:16]5)=[CH:11][CH:10]=4)[N:5]=[CH:6][N:7]=3)=[CH:37][C:34]=2[C:35]#[N:36])[CH2:30][CH2:31]1, predict the reactants needed to synthesize it.